This data is from Forward reaction prediction with 1.9M reactions from USPTO patents (1976-2016). The task is: Predict the product of the given reaction. Given the reactants [CH2:1]([N:3]1[C:12]2[C:7](=[CH:8][C:9]([OH:14])=[C:10]([OH:13])[CH:11]=2)[C:6](=[O:15])[C:5]([C:16]([O:18][CH3:19])=[O:17])=[N:4]1)[CH3:2].[C:20](=[O:23])([O-])[O-].[K+].[K+].[I-].[K+].Cl[CH2:29][C:30]1[CH:35]=[CH:34][C:33]([O:36][CH3:37])=[CH:32][CH:31]=1, predict the reaction product. The product is: [CH2:1]([N:3]1[C:12]2[C:7](=[CH:8][C:9]([O:14][CH2:6][C:7]3[CH:12]=[CH:11][C:10]([O:23][CH3:20])=[CH:9][CH:8]=3)=[C:10]([O:13][CH2:29][C:30]3[CH:35]=[CH:34][C:33]([O:36][CH3:37])=[CH:32][CH:31]=3)[CH:11]=2)[C:6](=[O:15])[C:5]([C:16]([O:18][CH3:19])=[O:17])=[N:4]1)[CH3:2].